Dataset: hERG Central: cardiac toxicity at 1µM, 10µM, and general inhibition. Task: Predict hERG channel inhibition at various concentrations. (1) The molecule is O=C(NCc1ccc(Cl)cc1)c1cccc2c1C(=O)N(CC1CCCO1)C2. Results: hERG_inhib (hERG inhibition (general)): blocker. (2) The drug is CCc1ccc2c(COC(=O)C3CSC4(C)CCC(=O)N34)cc(=O)oc2c1. Results: hERG_inhib (hERG inhibition (general)): blocker. (3) The compound is CS(=O)(=O)Nc1cccc(-c2cnc3ccccc3n2)c1. Results: hERG_inhib (hERG inhibition (general)): blocker. (4) The drug is Cc1cccc(NC(=O)c2ccc(CN3CCN(Cc4ccccc4)CC3)cc2)c1. Results: hERG_inhib (hERG inhibition (general)): blocker. (5) The compound is CCCOc1ccc(N2C(=O)CC(NCCNc3ccc(S(=O)(=O)CC)cc3)C2=O)cc1. Results: hERG_inhib (hERG inhibition (general)): blocker. (6) The molecule is COc1ccc(CN(C)CC(=O)Nc2ccc(SC(F)F)cc2)cc1OC. Results: hERG_inhib (hERG inhibition (general)): blocker. (7) The molecule is C/C(=N\NC(=O)CN1CCN(Cc2ccccc2)CC1)c1cccs1. Results: hERG_inhib (hERG inhibition (general)): blocker.